From a dataset of Reaction yield outcomes from USPTO patents with 853,638 reactions. Predict the reaction yield, written as a fraction of the theoretical maximum amount of product (1.0 means a 100% yield; for example, 0.34 means a 34% yield). (1) The reactants are [Br:1][C:2]1[CH:6]=[N:5][N:4]([CH3:7])[C:3]=1[C:8]1[CH:9]=[C:10]([NH2:23])[CH:11]=[CH:12][C:13]=1[O:14][CH2:15][CH2:16][C:17]1[CH:22]=[CH:21][CH:20]=[CH:19][CH:18]=1.[Cl:24][C:25]1[CH:30]=[CH:29][C:28]([N:31]=[C:32]=[O:33])=[CH:27][CH:26]=1. The catalyst is C(Cl)Cl. The product is [Br:1][C:2]1[CH:6]=[N:5][N:4]([CH3:7])[C:3]=1[C:8]1[CH:9]=[C:10]([NH:23][C:32]([NH:31][C:28]2[CH:29]=[CH:30][C:25]([Cl:24])=[CH:26][CH:27]=2)=[O:33])[CH:11]=[CH:12][C:13]=1[O:14][CH2:15][CH2:16][C:17]1[CH:18]=[CH:19][CH:20]=[CH:21][CH:22]=1. The yield is 0.660. (2) The reactants are [CH3:1][N:2]1[CH2:7][CH2:6][N:5]([C:8]2[CH:13]=[CH:12][C:11]([CH2:14][OH:15])=[C:10]([NH:16][CH:17]3[CH2:22][CH2:21][O:20][CH2:19][CH2:18]3)[CH:9]=2)[CH2:4][CH2:3]1. The catalyst is C(OCC)(=O)C.ClCCl.[O-2].[O-2].[Mn+4]. The product is [CH3:1][N:2]1[CH2:3][CH2:4][N:5]([C:8]2[CH:13]=[CH:12][C:11]([CH:14]=[O:15])=[C:10]([NH:16][CH:17]3[CH2:22][CH2:21][O:20][CH2:19][CH2:18]3)[CH:9]=2)[CH2:6][CH2:7]1. The yield is 0.503. (3) The reactants are [NH2:1][C:2]1[CH:3]=[C:4]([C:27]#[N:28])[C:5]([N:11]2[CH2:16][CH2:15][N:14]([C:17]([O:19][C:20]([CH3:23])([CH3:22])[CH3:21])=[O:18])[C@H:13]([CH:24]([CH3:26])[CH3:25])[CH2:12]2)=[N:6][C:7]=1[CH:8]1[CH2:10][CH2:9]1.Br[C:30]1[CH:35]=[C:34]([Cl:36])[CH:33]=[CH:32][N:31]=1.CC1(C)C2C(=C(P(C3C=CC=CC=3)C3C=CC=CC=3)C=CC=2)OC2C(P(C3C=CC=CC=3)C3C=CC=CC=3)=CC=CC1=2.C([O-])([O-])=O.[Cs+].[Cs+]. The catalyst is O1CCOCC1.C1C=CC(/C=C/C(/C=C/C2C=CC=CC=2)=O)=CC=1.C1C=CC(/C=C/C(/C=C/C2C=CC=CC=2)=O)=CC=1.C1C=CC(/C=C/C(/C=C/C2C=CC=CC=2)=O)=CC=1.[Pd].[Pd]. The product is [Cl:36][C:34]1[CH:33]=[CH:32][N:31]=[C:30]([NH:1][C:2]2[CH:3]=[C:4]([C:27]#[N:28])[C:5]([N:11]3[CH2:16][CH2:15][N:14]([C:17]([O:19][C:20]([CH3:21])([CH3:22])[CH3:23])=[O:18])[C@H:13]([CH:24]([CH3:25])[CH3:26])[CH2:12]3)=[N:6][C:7]=2[CH:8]2[CH2:9][CH2:10]2)[CH:35]=1. The yield is 0.180. (4) The reactants are [N+]([C:4]1[CH:9]=[CH:8][CH:7]=[CH:6][C:5]=1[N+:10]([O-:12])=[O:11])([O-])=O.[F:13][C:14]1[CH:19]=[CH:18][C:17]([OH:20])=[CH:16][CH:15]=1.C(=O)([O-])[O-].[Cs+].[Cs+]. The catalyst is CS(C)=O.O. The product is [F:13][C:14]1[CH:19]=[CH:18][C:17]([O:20][C:9]2[CH:4]=[C:5]([N+:10]([O-:12])=[O:11])[CH:6]=[CH:7][CH:8]=2)=[CH:16][CH:15]=1. The yield is 0.690. (5) The reactants are [CH:1]([C:4]1[N:8]2[CH:9]=[C:10]([O:13][C@@H:14]3[C:23]4[C:18](=[CH:19][CH:20]=[CH:21][CH:22]=4)[C@@H:17]([NH2:24])[CH2:16][CH2:15]3)[CH:11]=[CH:12][C:7]2=[N:6][N:5]=1)([CH3:3])[CH3:2].CCN(C(C)C)C(C)C.[N+](C1C=CC([O:43][C:44](=O)[NH:45][CH:46]2[CH2:48][CH2:47]2)=CC=1)([O-])=O. The catalyst is C1COCC1. The product is [CH:46]1([NH:45][C:44]([NH:24][C@@H:17]2[C:18]3[C:23](=[CH:22][CH:21]=[CH:20][CH:19]=3)[C@@H:14]([O:13][C:10]3[CH:11]=[CH:12][C:7]4[N:8]([C:4]([CH:1]([CH3:3])[CH3:2])=[N:5][N:6]=4)[CH:9]=3)[CH2:15][CH2:16]2)=[O:43])[CH2:48][CH2:47]1. The yield is 0.550.